Dataset: Peptide-MHC class I binding affinity with 185,985 pairs from IEDB/IMGT. Task: Regression. Given a peptide amino acid sequence and an MHC pseudo amino acid sequence, predict their binding affinity value. This is MHC class I binding data. (1) The peptide sequence is PAYRPPNAPIL. The MHC is Patr-B0101 with pseudo-sequence Patr-B0101. The binding affinity (normalized) is 0.00963. (2) The peptide sequence is LPYPDPSRIL. The MHC is HLA-B53:01 with pseudo-sequence HLA-B53:01. The binding affinity (normalized) is 0.166. (3) The peptide sequence is VVSYEAGEW. The MHC is HLA-A23:01 with pseudo-sequence HLA-A23:01. The binding affinity (normalized) is 0.0847.